From a dataset of Peptide-MHC class II binding affinity with 134,281 pairs from IEDB. Regression. Given a peptide amino acid sequence and an MHC pseudo amino acid sequence, predict their binding affinity value. This is MHC class II binding data. (1) The binding affinity (normalized) is 0.0319. The MHC is DRB1_0405 with pseudo-sequence DRB1_0405. The peptide sequence is FWAVRGGGGESFGIV. (2) The peptide sequence is LPRLIAFTSEHSHFS. The MHC is DRB1_1101 with pseudo-sequence DRB1_1101. The binding affinity (normalized) is 0.360. (3) The peptide sequence is PEQIQLLKKAFDAFD. The MHC is DRB1_1201 with pseudo-sequence DRB1_1201. The binding affinity (normalized) is 0.656. (4) The peptide sequence is KFKLRRKMVYSYTIV. The MHC is DRB1_0101 with pseudo-sequence DRB1_0101. The binding affinity (normalized) is 0.726. (5) The MHC is HLA-DPA10301-DPB10402 with pseudo-sequence HLA-DPA10301-DPB10402. The peptide sequence is GIFLSVAAGNEAENA. The binding affinity (normalized) is 0.241. (6) The peptide sequence is KLVLDIKYTRPGDSL. The MHC is HLA-DPA10201-DPB10501 with pseudo-sequence HLA-DPA10201-DPB10501. The binding affinity (normalized) is 0.0579. (7) The peptide sequence is VIPEWCCRSCTMPPV. The MHC is DRB5_0101 with pseudo-sequence DRB5_0101. The binding affinity (normalized) is 0.360.